Dataset: Peptide-MHC class II binding affinity with 134,281 pairs from IEDB. Task: Regression. Given a peptide amino acid sequence and an MHC pseudo amino acid sequence, predict their binding affinity value. This is MHC class II binding data. (1) The peptide sequence is QPYVLSVASLTSAGQ. The MHC is HLA-DPA10103-DPB10401 with pseudo-sequence HLA-DPA10103-DPB10401. The binding affinity (normalized) is 0.229. (2) The binding affinity (normalized) is 0.637. The peptide sequence is EKKYFAKTQFEPLAA. The MHC is DRB1_1602 with pseudo-sequence DRB1_1602. (3) The binding affinity (normalized) is 0.600. The peptide sequence is YDKFLAIVSTVLTGK. The MHC is DRB1_0401 with pseudo-sequence DRB1_0401. (4) The peptide sequence is KRWIILGLNKIVRMYSPTSI. The MHC is DRB1_0802 with pseudo-sequence DRB1_0802. The binding affinity (normalized) is 0.869. (5) The peptide sequence is AQLGYTIRQLERLLQ. The MHC is HLA-DPA10301-DPB10402 with pseudo-sequence HLA-DPA10301-DPB10402. The binding affinity (normalized) is 0.387. (6) The peptide sequence is AAVKQAYAATVAAAP. The MHC is DRB1_0401 with pseudo-sequence DRB1_0401. The binding affinity (normalized) is 0.638. (7) The peptide sequence is DKELYPLASLRSLFG. The MHC is DRB1_0301 with pseudo-sequence DRB1_0301. The binding affinity (normalized) is 0.268.